This data is from Merck oncology drug combination screen with 23,052 pairs across 39 cell lines. The task is: Regression. Given two drug SMILES strings and cell line genomic features, predict the synergy score measuring deviation from expected non-interaction effect. (1) Drug 1: O=P1(N(CCCl)CCCl)NCCCO1. Drug 2: CNC(=O)c1cc(Oc2ccc(NC(=O)Nc3ccc(Cl)c(C(F)(F)F)c3)cc2)ccn1. Cell line: HCT116. Synergy scores: synergy=10.9. (2) Drug 1: COc1cc(C2c3cc4c(cc3C(OC3OC5COC(C)OC5C(O)C3O)C3COC(=O)C23)OCO4)cc(OC)c1O. Drug 2: O=C(CCCCCCC(=O)Nc1ccccc1)NO. Cell line: HCT116. Synergy scores: synergy=-17.4. (3) Drug 1: CCc1c2c(nc3ccc(O)cc13)-c1cc3c(c(=O)n1C2)COC(=O)C3(O)CC. Drug 2: CNC(=O)c1cc(Oc2ccc(NC(=O)Nc3ccc(Cl)c(C(F)(F)F)c3)cc2)ccn1. Cell line: OVCAR3. Synergy scores: synergy=-12.1. (4) Drug 1: O=S1(=O)NC2(CN1CC(F)(F)F)C1CCC2Cc2cc(C=CCN3CCC(C(F)(F)F)CC3)ccc2C1. Drug 2: O=C(O)C1(Cc2cccc(Nc3nccs3)n2)CCC(Oc2cccc(Cl)c2F)CC1. Cell line: KPL1. Synergy scores: synergy=7.07. (5) Drug 1: CCN(CC)CCNC(=O)c1c(C)[nH]c(C=C2C(=O)Nc3ccc(F)cc32)c1C. Drug 2: CCc1c2c(nc3ccc(O)cc13)-c1cc3c(c(=O)n1C2)COC(=O)C3(O)CC. Cell line: SW837. Synergy scores: synergy=1.20. (6) Cell line: UACC62. Drug 1: CN1C(=O)C=CC2(C)C3CCC4(C)C(NC(=O)OCC(F)(F)F)CCC4C3CCC12. Synergy scores: synergy=3.07. Drug 2: CCC1(O)C(=O)OCc2c1cc1n(c2=O)Cc2cc3c(CN(C)C)c(O)ccc3nc2-1. (7) Drug 1: CN1C(=O)C=CC2(C)C3CCC4(C)C(NC(=O)OCC(F)(F)F)CCC4C3CCC12. Drug 2: O=P1(N(CCCl)CCCl)NCCCO1. Cell line: A375. Synergy scores: synergy=4.09. (8) Drug 1: CC1CC2C3CCC4=CC(=O)C=CC4(C)C3(F)C(O)CC2(C)C1(O)C(=O)CO. Drug 2: CC(C)CC(NC(=O)C(Cc1ccccc1)NC(=O)c1cnccn1)B(O)O. Cell line: A2058. Synergy scores: synergy=-1.88. (9) Drug 1: CCN(CC)CCNC(=O)c1c(C)[nH]c(C=C2C(=O)Nc3ccc(F)cc32)c1C. Synergy scores: synergy=-6.12. Drug 2: O=C(O)C1(Cc2cccc(Nc3nccs3)n2)CCC(Oc2cccc(Cl)c2F)CC1. Cell line: NCIH460. (10) Drug 1: O=P1(N(CCCl)CCCl)NCCCO1. Drug 2: CC1(c2nc3c(C(N)=O)cccc3[nH]2)CCCN1. Cell line: CAOV3. Synergy scores: synergy=8.94.